From a dataset of Reaction yield outcomes from USPTO patents with 853,638 reactions. Predict the reaction yield, written as a fraction of the theoretical maximum amount of product (1.0 means a 100% yield; for example, 0.34 means a 34% yield). (1) The reactants are Br[C:2]1[CH:10]=[CH:9][CH:8]=[C:7]2[C:3]=1[C:4]([C:15]([N:17]1[CH2:22][CH2:21][CH:20]([C:23]3[CH:24]=[C:25]([CH:34]=[CH:35][C:36]=3[F:37])[CH2:26][NH:27][C:28](=[O:33])[C:29]([F:32])([F:31])[F:30])[CH2:19][CH2:18]1)=[O:16])=[CH:5][N:6]2[CH2:11][CH2:12][O:13][CH3:14].[F:38][C:39]1[CH:40]=[C:41](B(O)O)[CH:42]=[N:43][CH:44]=1.C(=O)([O-])[O-].[Cs+].[Cs+].C(Cl)Cl. The catalyst is O1CCOCC1.O.C1C=CC(P(C2C=CC=CC=2)[C-]2C=CC=C2)=CC=1.C1C=CC(P(C2C=CC=CC=2)[C-]2C=CC=C2)=CC=1.Cl[Pd]Cl.[Fe+2]. The product is [F:30][C:29]([F:31])([F:32])[C:28]([NH:27][CH2:26][C:25]1[CH:34]=[CH:35][C:36]([F:37])=[C:23]([CH:20]2[CH2:21][CH2:22][N:17]([C:15]([C:4]3[C:3]4[C:7](=[CH:8][CH:9]=[CH:10][C:2]=4[C:41]4[CH:42]=[N:43][CH:44]=[C:39]([F:38])[CH:40]=4)[N:6]([CH2:11][CH2:12][O:13][CH3:14])[CH:5]=3)=[O:16])[CH2:18][CH2:19]2)[CH:24]=1)=[O:33]. The yield is 0.690. (2) The reactants are [O:1]1[CH:6]=[CH:5][CH2:4][CH2:3][CH2:2]1.C1(C)C=CC(S(O)(=O)=O)=CC=1.[OH:18][CH:19]1[CH2:23][CH2:22][N:21]([C:24]([O:26][CH2:27][C:28]2[CH:33]=[CH:32][CH:31]=[CH:30][CH:29]=2)=[O:25])[CH2:20]1. The catalyst is ClCCl. The product is [O:1]1[CH2:2][CH2:3][CH2:4][CH2:5][CH:6]1[O:18][CH:19]1[CH2:23][CH2:22][N:21]([C:24]([O:26][CH2:27][C:28]2[CH:33]=[CH:32][CH:31]=[CH:30][CH:29]=2)=[O:25])[CH2:20]1. The yield is 0.980. (3) The reactants are CC1[N:3]([C:8]2[CH:13]=[C:12]([C:14]3[N:19]=[C:18]([C:20]4[CH:25]=[C:24]([C:26]5[CH:31]=[CH:30][C:29]([C:32]([F:35])([F:34])[F:33])=[CH:28][CH:27]=5)[CH:23]=[C:22]([CH3:36])[N:21]=4)[CH:17]=[CH:16][CH:15]=3)[CH:11]=[CH:10][N:9]=2)C(C)=CC=1.Cl.NO. No catalyst specified. The product is [CH3:36][C:22]1[N:21]=[C:20]([C:18]2[CH:17]=[CH:16][CH:15]=[C:14]([C:12]3[CH:11]=[CH:10][N:9]=[C:8]([NH2:3])[CH:13]=3)[N:19]=2)[CH:25]=[C:24]([C:26]2[CH:31]=[CH:30][C:29]([C:32]([F:35])([F:33])[F:34])=[CH:28][CH:27]=2)[CH:23]=1. The yield is 0.270. (4) The reactants are [BH4-].[Na+].[Cl:3][C:4]1[CH:9]=[CH:8][C:7]([C:10]2[CH:28]=[C:13]3[CH:14]=[C:15]([C:18]4[CH:26]=[C:25]5[C:21]([CH2:22][CH2:23][C:24]5=[O:27])=[CH:20][CH:19]=4)[CH:16]=[CH:17][N:12]3[N:11]=2)=[CH:6][CH:5]=1.CO.[Cl-].[NH4+]. The catalyst is O1CCCC1.C(OCC)(=O)C.O. The product is [Cl:3][C:4]1[CH:9]=[CH:8][C:7]([C:10]2[CH:28]=[C:13]3[CH:14]=[C:15]([C:18]4[CH:26]=[C:25]5[C:21]([CH2:22][CH2:23][CH:24]5[OH:27])=[CH:20][CH:19]=4)[CH:16]=[CH:17][N:12]3[N:11]=2)=[CH:6][CH:5]=1. The yield is 0.660. (5) The reactants are [S-:1][C:2]#[N:3].[NH4+].[CH:5]([C:7]1[CH:14]=[CH:13][C:10]([CH2:11]Cl)=[CH:9][CH:8]=1)=[CH2:6]. The catalyst is CC(C)=O. The product is [CH:5]([C:7]1[CH:14]=[CH:13][C:10]([CH2:11][S:1][C:2]#[N:3])=[CH:9][CH:8]=1)=[CH2:6]. The yield is 0.520. (6) The reactants are [CH3:1][O:2][C:3](=[O:41])[C:4]1[CH:9]=[CH:8][C:7]([CH2:10][N:11]2[CH:15]=[C:14]([C:16]3[CH:21]=[CH:20][C:19]([Cl:22])=[CH:18][C:17]=3[Cl:23])[N:13]=[C:12]2/[CH:24]=[CH:25]/[C:26]2[CH:31]=[CH:30][C:29]([C:32]3[CH:37]=[CH:36][C:35]([NH2:38])=[C:34]([O:39][CH3:40])[CH:33]=3)=[CH:28][CH:27]=2)=[CH:6][CH:5]=1.[C:42](O)(=[O:47])[CH2:43][CH:44]([CH3:46])[CH3:45]. No catalyst specified. The product is [CH3:1][O:2][C:3](=[O:41])[C:4]1[CH:9]=[CH:8][C:7]([CH2:10][N:11]2[CH:15]=[C:14]([C:16]3[CH:21]=[CH:20][C:19]([Cl:22])=[CH:18][C:17]=3[Cl:23])[N:13]=[C:12]2/[CH:24]=[CH:25]/[C:26]2[CH:31]=[CH:30][C:29]([C:32]3[CH:37]=[CH:36][C:35]([NH:38][C:42](=[O:47])[CH2:43][CH:44]([CH3:46])[CH3:45])=[C:34]([O:39][CH3:40])[CH:33]=3)=[CH:28][CH:27]=2)=[CH:6][CH:5]=1. The yield is 0.790.